From a dataset of Reaction yield outcomes from USPTO patents with 853,638 reactions. Predict the reaction yield, written as a fraction of the theoretical maximum amount of product (1.0 means a 100% yield; for example, 0.34 means a 34% yield). (1) The reactants are [CH2:1]([C:5]1[NH:10][C:9](=[O:11])[CH:8]=[C:7]([CH3:12])[N:6]=1)[CH2:2][CH2:3][CH3:4].Br[CH2:14][C:15]1[CH:20]=[CH:19][C:18]([C:21]2[C:22]([C:27]#[N:28])=[CH:23][CH:24]=[CH:25][CH:26]=2)=[CH:17][C:16]=1[F:29].C(=O)([O-])[O-].[K+].[K+]. The catalyst is C(#N)C. The product is [CH2:1]([C:5]1[N:10]([CH2:14][C:15]2[CH:20]=[CH:19][C:18]([C:21]3[C:22]([C:27]#[N:28])=[CH:23][CH:24]=[CH:25][CH:26]=3)=[CH:17][C:16]=2[F:29])[C:9](=[O:11])[CH:8]=[C:7]([CH3:12])[N:6]=1)[CH2:2][CH2:3][CH3:4]. The yield is 0.290. (2) The reactants are [OH:1][C:2]1[CH:3]=[CH:4][C:5]2[O:19][CH2:18][C:8]3([C:16]4[C:11](=[CH:12][CH:13]=[CH:14][CH:15]=4)[NH:10][C:9]3=[O:17])[C:6]=2[CH:7]=1.[F:20][C:21]([F:34])([F:33])[S:22](O[S:22]([C:21]([F:34])([F:33])[F:20])(=[O:24])=[O:23])(=[O:24])=[O:23].C(N(CC)CC)C. The catalyst is ClCCl. The product is [F:20][C:21]([F:34])([F:33])[S:22]([O:1][C:2]1[CH:3]=[CH:4][C:5]2[O:19][CH2:18][C:8]3([C:16]4[C:11](=[CH:12][CH:13]=[CH:14][CH:15]=4)[NH:10][C:9]3=[O:17])[C:6]=2[CH:7]=1)(=[O:24])=[O:23]. The yield is 0.250. (3) The reactants are [Cl:1][C:2]1[CH:7]=[C:6]([Cl:8])[CH:5]=[CH:4][C:3]=1[N:9]1[C:13]([C:14]2[CH:19]=[CH:18][C:17]([OH:20])=[CH:16][CH:15]=2)=[C:12]([CH3:21])[C:11]([C:22]([OH:24])=[O:23])=[N:10]1.O.[CH3:26]O. The catalyst is Cl. The product is [CH3:26][O:23][C:22]([C:11]1[C:12]([CH3:21])=[C:13]([C:14]2[CH:19]=[CH:18][C:17]([OH:20])=[CH:16][CH:15]=2)[N:9]([C:3]2[CH:4]=[CH:5][C:6]([Cl:8])=[CH:7][C:2]=2[Cl:1])[N:10]=1)=[O:24]. The yield is 0.850. (4) The reactants are [C:1]([C:4]1[C:8]2[CH2:9][CH2:10][C:11]3[CH:12]=[N:13][C:14](I)=[N:15][C:16]=3[C:7]=2[N:6]([CH2:18][CH:19]2[CH2:24][CH2:23][N:22]([C:25]([O:27][C:28]([CH3:31])([CH3:30])[CH3:29])=[O:26])[CH2:21][CH2:20]2)[N:5]=1)(=[O:3])[NH2:2].[F:32][C:33]1[CH:38]=[CH:37][CH:36]=[C:35]([F:39])[C:34]=1B(O)O.ClCCl.C(=O)([O-])[O-].[Cs+].[Cs+]. The catalyst is O1CCOCC1.O. The product is [C:1]([C:4]1[C:8]2[CH2:9][CH2:10][C:11]3[CH:12]=[N:13][C:14]([C:34]4[C:33]([F:32])=[CH:38][CH:37]=[CH:36][C:35]=4[F:39])=[N:15][C:16]=3[C:7]=2[N:6]([CH2:18][CH:19]2[CH2:24][CH2:23][N:22]([C:25]([O:27][C:28]([CH3:31])([CH3:30])[CH3:29])=[O:26])[CH2:21][CH2:20]2)[N:5]=1)(=[O:3])[NH2:2]. The yield is 0.700. (5) The reactants are [Cl:1][C:2]1[CH:29]=[CH:28][C:5]([CH2:6][NH:7][C:8]([C:10]2[N:11]=[N:12][C:13]3[C:18]([C:19]=2[OH:20])=[CH:17][C:16]([CH2:21][N:22]2[CH2:27][CH2:26][O:25][CH2:24][CH2:23]2)=[CH:15][CH:14]=3)=[O:9])=[CH:4][CH:3]=1.[CH3:30][Si]([N-][Si](C)(C)C)(C)C.[Li+].CI. The catalyst is CS(C)=O. The product is [Cl:1][C:2]1[CH:29]=[CH:28][C:5]([CH2:6][NH:7][C:8]([C:10]2[C:19](=[O:20])[C:18]3[C:13](=[CH:14][CH:15]=[C:16]([CH2:21][N:22]4[CH2:27][CH2:26][O:25][CH2:24][CH2:23]4)[CH:17]=3)[N:12]([CH3:30])[N:11]=2)=[O:9])=[CH:4][CH:3]=1. The yield is 0.390. (6) The product is [CH2:11]1[C@H:20]2[C@H:15]([CH2:16][CH2:17][C:18]3[CH:24]=[CH:23][CH:22]=[CH:21][C:19]=32)[N:14]([C:6]([C:5]2[CH:4]=[CH:3][C:2]([OH:1])=[CH:10][CH:9]=2)=[O:8])[CH2:13][CH2:12]1. The reactants are [OH:1][C:2]1[CH:10]=[CH:9][C:5]([C:6]([OH:8])=O)=[CH:4][CH:3]=1.[CH2:11]1[C@H:20]2[C@H:15]([CH2:16][CH2:17][C:18]3[CH:24]=[CH:23][CH:22]=[CH:21][C:19]=32)[NH:14][CH2:13][CH2:12]1.F[P-](F)(F)(F)(F)F.N1(OC(N(C)C)=[N+](C)C)C2N=CC=CC=2N=N1. The yield is 0.280. No catalyst specified.